Dataset: TCR-epitope binding with 47,182 pairs between 192 epitopes and 23,139 TCRs. Task: Binary Classification. Given a T-cell receptor sequence (or CDR3 region) and an epitope sequence, predict whether binding occurs between them. (1) The epitope is LLQTGIHVRVSQPSL. The TCR CDR3 sequence is CASSSIYNEKLFF. Result: 1 (the TCR binds to the epitope). (2) The epitope is PROT_97E67BCC. The TCR CDR3 sequence is CASSQSTGALANSPLHF. Result: 0 (the TCR does not bind to the epitope). (3) The epitope is RAKFKQLL. The TCR CDR3 sequence is CSARDINRGSYEQYF. Result: 1 (the TCR binds to the epitope). (4) The epitope is RPHERNGFTVL. The TCR CDR3 sequence is CSVELAETGELFF. Result: 0 (the TCR does not bind to the epitope).